From a dataset of Full USPTO retrosynthesis dataset with 1.9M reactions from patents (1976-2016). Predict the reactants needed to synthesize the given product. (1) The reactants are: [CH2:1]([O:8][C:9]1[CH:10]=[C:11]([CH2:16][OH:17])[CH:12]=[CH:13][C:14]=1[F:15])[C:2]1[CH:7]=[CH:6][CH:5]=[CH:4][CH:3]=1. Given the product [CH2:1]([O:8][C:9]1[CH:10]=[C:11]([CH:12]=[CH:13][C:14]=1[F:15])[CH:16]=[O:17])[C:2]1[CH:3]=[CH:4][CH:5]=[CH:6][CH:7]=1, predict the reactants needed to synthesize it. (2) Given the product [CH3:1][O:2][C:3]1[CH:4]=[CH:5][C:6]([CH2:11][C@@H:12]2[C@@H:17]([CH2:18][C:19]3[CH:20]=[CH:21][C:22]([OH:27])=[C:23]([O:25][CH3:26])[CH:24]=3)[C:15](=[O:16])[O:14][CH2:13]2)=[CH:7][C:8]=1[O:9][CH3:10].[C:28]([O-:44])(=[O:43])[CH2:29][CH2:30][CH2:31][CH2:32][CH2:33][CH2:34][CH2:35][CH2:36][CH2:37][CH2:38][CH2:39][CH2:40][CH2:41][CH3:42], predict the reactants needed to synthesize it. The reactants are: [CH3:1][O:2][C:3]1[CH:4]=[CH:5][C:6]([CH2:11][C@@H:12]2[C@@H:17]([CH2:18][C:19]3[CH:20]=[CH:21][C:22]([OH:27])=[C:23]([O:25][CH3:26])[CH:24]=3)[C:15](=[O:16])[O:14][CH2:13]2)=[CH:7][C:8]=1[O:9][CH3:10].[C:28]([OH:44])(=[O:43])[CH2:29][CH2:30][CH2:31][CH2:32][CH2:33][CH2:34][CH2:35][CH2:36][CH2:37][CH2:38][CH2:39][CH2:40][CH2:41][CH3:42].O. (3) Given the product [NH2:17][C:16]1[C:3]2[CH:4]=[N:5][C:6]3[CH:7]=[C:8]([O:14][CH3:15])[C:9]([O:12][CH3:13])=[CH:10][C:11]=3[C:2]=2[S:1][C:19]=1[C:20](=[O:25])[C:21]([F:24])([F:23])[F:22], predict the reactants needed to synthesize it. The reactants are: [SH:1][C:2]1[C:11]2[C:6](=[CH:7][C:8]([O:14][CH3:15])=[C:9]([O:12][CH3:13])[CH:10]=2)[N:5]=[CH:4][C:3]=1[C:16]#[N:17].Br[CH2:19][C:20](=[O:25])[C:21]([F:24])([F:23])[F:22].C([O-])([O-])=O.[K+].[K+]. (4) The reactants are: [NH2:1][C:2]1[S:3][C:4]2[CH:10]=[CH:9][CH:8]=[CH:7][C:5]=2[N:6]=1.[C:11]1([CH3:21])[CH:16]=[CH:15][C:14]([S:17](Cl)(=[O:19])=[O:18])=[CH:13][CH:12]=1. Given the product [S:3]1[C:4]2[CH:10]=[CH:9][CH:8]=[CH:7][C:5]=2[NH:6][C:2]1=[N:1][S:17]([C:14]1[CH:15]=[CH:16][C:11]([CH3:21])=[CH:12][CH:13]=1)(=[O:19])=[O:18], predict the reactants needed to synthesize it. (5) Given the product [NH2:1][C:2]1[CH:3]=[C:4]([Br:9])[N:5]=[CH:6][C:7]=1/[CH:42]=[CH:41]/[C:43](=[O:44])[CH3:45], predict the reactants needed to synthesize it. The reactants are: [NH2:1][C:2]1[C:7](I)=[CH:6][N:5]=[C:4]([Br:9])[CH:3]=1.C1(C)C=CC=CC=1P(C1C=CC=CC=1C)C1C=CC=CC=1C.C(N(C(C)C)CC)(C)C.[CH:41]([C:43]([CH3:45])=[O:44])=[CH2:42]. (6) Given the product [N:32]1[CH:37]=[CH:36][CH:35]=[C:34]([C:12]2[N:17]=[C:16]3[N:18]([CH2:21][C:22]4[CH:23]=[C:24]5[C:29](=[CH:30][CH:31]=4)[N:28]=[CH:27][CH:26]=[CH:25]5)[N:19]=[N:20][C:15]3=[CH:14][CH:13]=2)[CH:33]=1, predict the reactants needed to synthesize it. The reactants are: FC1C=C([C:12]2[N:17]=[C:16]3[N:18]([CH2:21][C:22]4[CH:23]=[C:24]5[C:29](=[CH:30][CH:31]=4)[N:28]=[CH:27][CH:26]=[CH:25]5)[N:19]=[N:20][C:15]3=[CH:14][CH:13]=2)C=CC=1C(NC)=O.[N:32]1[CH:37]=[CH:36][CH:35]=[C:34](B(O)O)[CH:33]=1.C(=O)([O-])[O-].[K+].[K+].O1CCOCC1.